Dataset: Reaction yield outcomes from USPTO patents with 853,638 reactions. Task: Predict the reaction yield, written as a fraction of the theoretical maximum amount of product (1.0 means a 100% yield; for example, 0.34 means a 34% yield). (1) The reactants are Cl[C:2]1[N:7]=[C:6]([C:8]([OH:10])=[O:9])[CH:5]=[CH:4][C:3]=1[CH:11]1[CH2:13][CH2:12]1.[F:14][C:15]([F:22])([F:21])[C@@H:16]([OH:20])[CH2:17][CH2:18][OH:19].CC(C)([O-])C.[K+].Cl. The catalyst is CN(C=O)C. The product is [CH:11]1([C:3]2[CH:4]=[CH:5][C:6]([C:8]([OH:10])=[O:9])=[N:7][C:2]=2[O:20][C@H:16]([C:15]([F:22])([F:21])[F:14])[CH2:17][CH2:18][OH:19])[CH2:13][CH2:12]1. The yield is 0.0830. (2) The reactants are [C:1]([Mg]Br)#[CH:2].[CH3:5][C:6]1[CH:11]2[CH2:12][CH:8]([CH2:9][CH2:10]2)[C:7]=1[CH2:13][CH:14]=[O:15].Cl. The catalyst is C1COCC1. The product is [CH3:5][C:6]1[CH:11]2[CH2:12][CH:8]([CH2:9][CH2:10]2)[C:7]=1[CH2:13][CH:14]([OH:15])[C:1]#[CH:2]. The yield is 0.790. (3) The reactants are FC(F)(F)C([N:5]([C@@H:13]1[CH2:15][C@H:14]1[C:16]1[CH:21]=[CH:20][CH:19]=[CH:18][CH:17]=1)[CH2:6][CH:7]1[CH2:12][CH2:11][NH:10][CH2:9][CH2:8]1)=O.N1C=CC=CC=1.[C:30]1([S:36](Cl)(=[O:38])=[O:37])[CH:35]=[CH:34][CH:33]=[CH:32][CH:31]=1.[NH4+].[Cl-]. The catalyst is C(Cl)(Cl)Cl. The product is [C:16]1([C@@H:14]2[CH2:15][C@H:13]2[NH:5][CH2:6][CH:7]2[CH2:8][CH2:9][N:10]([S:36]([C:30]3[CH:35]=[CH:34][CH:33]=[CH:32][CH:31]=3)(=[O:38])=[O:37])[CH2:11][CH2:12]2)[CH:17]=[CH:18][CH:19]=[CH:20][CH:21]=1. The yield is 0.0837.